Dataset: Full USPTO retrosynthesis dataset with 1.9M reactions from patents (1976-2016). Task: Predict the reactants needed to synthesize the given product. The reactants are: [Li+].[OH-].C[O:4][C:5](=[O:25])[C:6]1[CH:11]=[CH:10][C:9]([N:12]2[CH2:16][CH2:15][N:14]([C:17]3[CH:18]=[N:19][CH:20]=[CH:21][C:22]=3[CH3:23])[C:13]2=[O:24])=[CH:8][CH:7]=1.O.CO. Given the product [CH3:23][C:22]1[CH:21]=[CH:20][N:19]=[CH:18][C:17]=1[N:14]1[CH2:15][CH2:16][N:12]([C:9]2[CH:10]=[CH:11][C:6]([C:5]([OH:25])=[O:4])=[CH:7][CH:8]=2)[C:13]1=[O:24], predict the reactants needed to synthesize it.